This data is from Forward reaction prediction with 1.9M reactions from USPTO patents (1976-2016). The task is: Predict the product of the given reaction. (1) The product is: [CH3:17][C:16]1[CH:15]=[C:14]([CH3:18])[NH:13][C:12](=[O:19])[C:11]=1[CH2:10][NH:9][C:7]([C:6]1[CH:20]=[C:2]([C:42]2[CH:41]=[CH:40][C:39]([C:37]([N:34]3[CH2:35][CH2:36][O:31][CH2:32][CH2:33]3)=[O:38])=[CH:44][CH:43]=2)[CH:3]=[C:4]([N:22]([CH2:29][CH3:30])[CH:23]2[CH2:28][CH2:27][O:26][CH2:25][CH2:24]2)[C:5]=1[CH3:21])=[O:8]. Given the reactants Br[C:2]1[CH:3]=[C:4]([N:22]([CH2:29][CH3:30])[CH:23]2[CH2:28][CH2:27][O:26][CH2:25][CH2:24]2)[C:5]([CH3:21])=[C:6]([CH:20]=1)[C:7]([NH:9][CH2:10][C:11]1[C:12](=[O:19])[NH:13][C:14]([CH3:18])=[CH:15][C:16]=1[CH3:17])=[O:8].[O:31]1[CH2:36][CH2:35][N:34]([C:37]([C:39]2[CH:44]=[CH:43][C:42](B3OC(C)(C)C(C)(C)O3)=[CH:41][CH:40]=2)=[O:38])[CH2:33][CH2:32]1.C([O-])([O-])=O.[Na+].[Na+], predict the reaction product. (2) Given the reactants [CH3:1][N:2]1[C:10]2[N:9]=[C:8]([CH2:11][C:12]3[CH:17]=[CH:16][CH:15]=[C:14]([O:18][C:19]([F:22])([F:21])[F:20])[CH:13]=3)[N:7]([CH2:23][C:24]3[CH:29]=[CH:28][CH:27]=[CH:26][N:25]=3)[C:6]=2[C:5](=[O:30])[NH:4][C:3]1=[O:31].[OH:32][CH:33]([CH3:47])[CH2:34][CH2:35]OS(C1C=CC(C)=CC=1)(=O)=O.C(=O)([O-])[O-].[K+].[K+], predict the reaction product. The product is: [OH:32][CH:33]([CH3:47])[CH2:34][CH2:35][N:4]1[C:5](=[O:30])[C:6]2[N:7]([CH2:23][C:24]3[CH:29]=[CH:28][CH:27]=[CH:26][N:25]=3)[C:8]([CH2:11][C:12]3[CH:17]=[CH:16][CH:15]=[C:14]([O:18][C:19]([F:22])([F:21])[F:20])[CH:13]=3)=[N:9][C:10]=2[N:2]([CH3:1])[C:3]1=[O:31]. (3) Given the reactants [CH3:1][C:2]1[C:3]([C:24]#[N:25])=[C:4]2[NH:17][C:16]([C:18]3[CH:23]=[CH:22][N:21]=[CH:20][CH:19]=3)=[N:15][N:5]2[C:6](=O)[C:7]=1[C:8]1[CH:13]=[CH:12][CH:11]=[CH:10][CH:9]=1.P(Cl)(Cl)([Cl:28])=O, predict the reaction product. The product is: [Cl:28][C:6]1[N:5]2[N:15]=[C:16]([C:18]3[CH:23]=[CH:22][N:21]=[CH:20][CH:19]=3)[N:17]=[C:4]2[C:3]([C:24]#[N:25])=[C:2]([CH3:1])[C:7]=1[C:8]1[CH:13]=[CH:12][CH:11]=[CH:10][CH:9]=1. (4) Given the reactants [CH3:1][CH:2]1[NH:7][C:6](=[O:8])[C:5]2[O:9][C:10]([CH2:12][O:13][C:14]3[CH:19]=[CH:18][CH:17]=[CH:16][CH:15]=3)=[N:11][C:4]=2[CH2:3]1.I[C:21]1[CH:26]=[CH:25][C:24]([F:27])=[CH:23][CH:22]=1.CN(C)CCN.[O-]P([O-])([O-])=O.[K+].[K+].[K+], predict the reaction product. The product is: [F:27][C:24]1[CH:25]=[CH:26][C:21]([N:7]2[CH:2]([CH3:1])[CH2:3][C:4]3[N:11]=[C:10]([CH2:12][O:13][C:14]4[CH:19]=[CH:18][CH:17]=[CH:16][CH:15]=4)[O:9][C:5]=3[C:6]2=[O:8])=[CH:22][CH:23]=1.